Dataset: CYP2C9 inhibition data for predicting drug metabolism from PubChem BioAssay. Task: Regression/Classification. Given a drug SMILES string, predict its absorption, distribution, metabolism, or excretion properties. Task type varies by dataset: regression for continuous measurements (e.g., permeability, clearance, half-life) or binary classification for categorical outcomes (e.g., BBB penetration, CYP inhibition). Dataset: cyp2c9_veith. (1) The drug is Cc1cc2ccc(OC(=O)c3ccc(N=C(N)N)cc3)cc2oc1=O. The result is 0 (non-inhibitor). (2) The drug is N/C(=N\c1nc2c(c(=O)[nH]1)CCC2)Nc1ccccc1C(F)(F)F. The result is 0 (non-inhibitor). (3) The drug is Cc1ccc(C)c(NC(=O)Cn2c([N+](=O)[O-])cnc2C)c1. The result is 0 (non-inhibitor). (4) The result is 0 (non-inhibitor). The molecule is O=S(O)O.O=S(O)O.[Co].[NH2-].[NH2-].[NH2-].[NH2-]. (5) The compound is CNc1ncncc1-c1ccccc1CN(C)C. The result is 0 (non-inhibitor). (6) The result is 0 (non-inhibitor). The molecule is O=C(NCc1ccccn1)c1cccc([N+](=O)[O-])c1. (7) The compound is CCOc1ccc(/C(O)=C2/C(=O)C(=O)N(CCOCCO)C2c2cccnc2)cc1. The result is 0 (non-inhibitor). (8) The drug is COc1ccc(COC(=O)N/N=C2/C[C@@H](O)[C@@H](O)[C@@H]3[C@@H]4C(=O)N(Cc5ccc6c(c5)OCO6)C(=O)[C@H]4CC[C@@H]23)cc1. The result is 0 (non-inhibitor).